From a dataset of Full USPTO retrosynthesis dataset with 1.9M reactions from patents (1976-2016). Predict the reactants needed to synthesize the given product. (1) Given the product [ClH:29].[N:1]1[CH:6]=[CH:5][C:4]([CH2:7][NH:8][C:9]([C:11]2[S:19][C:18]3[N:13]([C:14](=[O:22])[N:15]([CH2:43][CH2:42][S:39]([C:33]4[CH:34]=[CH:35][C:36]([Cl:38])=[CH:37][CH:32]=4)(=[O:40])=[O:41])[C:16](=[O:21])[C:17]=3[CH3:20])[CH:12]=2)=[O:10])=[CH:3][CH:2]=1, predict the reactants needed to synthesize it. The reactants are: [N:1]1[CH:6]=[CH:5][C:4]([CH2:7][NH:8][C:9]([C:11]2[S:19][C:18]3[N:13]([C:14](=[O:22])[NH:15][C:16](=[O:21])[C:17]=3[CH3:20])[CH:12]=2)=[O:10])=[CH:3][CH:2]=1.C(=O)([O-])[O-].[Cs+].[Cs+].[Cl:29]CC[C:32]1[CH:37]=[C:36]([Cl:38])[CH:35]=[CH:34][C:33]=1[S:39]([C:42]1C=CC(Cl)=C[C:43]=1CCCl)(=[O:41])=[O:40]. (2) Given the product [CH2:21]([O:18][C:15]1[CH:14]=[CH:13][C:12]([CH2:11][NH:10][C:8](=[O:9])[C:7]2[CH:6]=[CH:5][CH:4]=[N:3][C:2]=2[NH2:1])=[CH:17][CH:16]=1)[CH2:22][CH2:23][CH3:24], predict the reactants needed to synthesize it. The reactants are: [NH2:1][C:2]1[C:7]([C:8]([NH:10][CH2:11][C:12]2[CH:17]=[CH:16][C:15]([O-:18])=[CH:14][CH:13]=2)=[O:9])=[CH:6][CH:5]=[CH:4][N:3]=1.[Na+].Br[CH2:21][CH2:22][CH2:23][CH3:24].C(=O)([O-])[O-].[Cs+].[Cs+].CN(C=O)C. (3) Given the product [C:1]12([C:11](=[O:20])[CH2:12][S:13][C:14]3[S:15][C:16]([NH:19][C:22](=[O:23])[CH3:21])=[N:17][N:18]=3)[CH2:10][CH:5]3[CH2:4][CH:3]([CH2:9][CH:7]([CH2:6]3)[CH2:8]1)[CH2:2]2, predict the reactants needed to synthesize it. The reactants are: [C:1]12([C:11](=[O:20])[CH2:12][S:13][C:14]3[S:15][C:16]([NH2:19])=[N:17][N:18]=3)[CH2:10][CH:5]3[CH2:6][CH:7]([CH2:9][CH:3]([CH2:4]3)[CH2:2]1)[CH2:8]2.[CH3:21][C:22](O)=[O:23]. (4) Given the product [CH3:15][C@@:16]12[C@H:26]3[C@@H:27]([OH:40])[CH2:28][C@:29]4([CH3:39])[C@@:33]([OH:38])([C:34]([CH2:36][OH:37])=[O:35])[CH2:32][CH2:31][C@H:30]4[C@@H:25]3[CH2:24][CH2:23][C:22]1=[CH:21][C:19](=[O:20])[CH2:18][CH2:17]2.[Cl:1][CH2:2][CH2:3][CH2:4][C:5]([O-:6])=[O:20], predict the reactants needed to synthesize it. The reactants are: [Cl:1][CH2:2][CH2:3][CH2:4][C:5](Cl)=[O:6].C(N(CC)CC)C.[CH3:15][C@@:16]12[C@H:26]3[C@@H:27]([OH:40])[CH2:28][C@:29]4([CH3:39])[C@@:33]([OH:38])([C:34]([CH2:36][OH:37])=[O:35])[CH2:32][CH2:31][C@H:30]4[C@@H:25]3[CH2:24][CH2:23][C:22]1=[CH:21][C:19](=[O:20])[CH2:18][CH2:17]2. (5) Given the product [CH3:1][N:2]1[C:6]([C:17]2[CH:22]=[CH:21][N:20]=[C:19]([NH2:23])[CH:18]=2)=[CH:5][CH:4]=[N:3]1, predict the reactants needed to synthesize it. The reactants are: [CH3:1][N:2]1[C:6](B(O)O)=[CH:5][CH:4]=[N:3]1.C(=O)([O-])[O-].[Na+].[Na+].Br[C:17]1[CH:22]=[CH:21][N:20]=[C:19]([NH2:23])[CH:18]=1.C1(C)C=CC=CC=1. (6) The reactants are: [CH:1](O)=[O:2].C(OC(=O)C)(=O)C.[CH2:11]([O:18][NH:19][CH2:20][C:21]1([C:29]([OH:31])=[O:30])[CH2:26][C@H:25]([CH3:27])[CH2:24][C@H:23]([CH3:28])[CH2:22]1)[C:12]1[CH:17]=[CH:16][CH:15]=[CH:14][CH:13]=1. Given the product [CH2:11]([O:18][N:19]([CH2:20][C:21]1([C:29]([OH:31])=[O:30])[CH2:26][C@H:25]([CH3:27])[CH2:24][C@H:23]([CH3:28])[CH2:22]1)[CH:1]=[O:2])[C:12]1[CH:17]=[CH:16][CH:15]=[CH:14][CH:13]=1, predict the reactants needed to synthesize it. (7) Given the product [CH3:4][CH2:3][CH2:2][CH2:1][C:5]1[N:9]([CH2:10][C:11]2[CH:16]=[CH:15][C:14]([C:17]3[CH:22]=[CH:21][CH:20]=[CH:19][C:18]=3[C:23]3[N:32]=[N:31][NH:30][N:24]=3)=[CH:13][CH:12]=2)[C:8](=[O:25])[C:7]2([CH2:26][CH2:27][CH2:28][CH2:29]2)[N:6]=1, predict the reactants needed to synthesize it. The reactants are: [CH2:1]([C:5]1[N:9]([CH2:10][C:11]2[CH:16]=[CH:15][C:14]([C:17]3[CH:22]=[CH:21][CH:20]=[CH:19][C:18]=3[C:23]#[N:24])=[CH:13][CH:12]=2)[C:8](=[O:25])[C:7]2([CH2:29][CH2:28][CH2:27][CH2:26]2)[N:6]=1)[CH2:2][CH2:3][CH3:4].[N-:30]=[N+:31]=[N-:32].[Na+].Cl.Cl.N1CCNCC1.